From a dataset of Full USPTO retrosynthesis dataset with 1.9M reactions from patents (1976-2016). Predict the reactants needed to synthesize the given product. Given the product [CH2:15]([N:5]1[C:6]2[C:11](=[CH:10][CH:9]=[CH:8][CH:7]=2)[C:12]([CH:13]=[O:14])=[C:4]1[CH:1]([CH3:3])[CH3:2])[C:16]1[CH:21]=[CH:20][CH:19]=[CH:18][CH:17]=1, predict the reactants needed to synthesize it. The reactants are: [CH:1]([C:4]1[NH:5][C:6]2[C:11]([C:12]=1[CH:13]=[O:14])=[CH:10][CH:9]=[CH:8][CH:7]=2)([CH3:3])[CH3:2].[CH2:15](Br)[C:16]1[CH:21]=[CH:20][CH:19]=[CH:18][CH:17]=1.C([O-])([O-])=O.[K+].[K+].